This data is from hERG potassium channel inhibition data for cardiac toxicity prediction from Karim et al.. The task is: Regression/Classification. Given a drug SMILES string, predict its toxicity properties. Task type varies by dataset: regression for continuous values (e.g., LD50, hERG inhibition percentage) or binary classification for toxic/non-toxic outcomes (e.g., AMES mutagenicity, cardiotoxicity, hepatotoxicity). Dataset: herg_karim. (1) The molecule is NC(=O)c1cccc2cn(-c3ccc([C@@H]4CCCNC4)cc3)nc12. The result is 0 (non-blocker). (2) The compound is CS(=O)(=O)Cc1ccc(CN2C3CCC2CC(Oc2cccc(C(N)=O)c2)C3)cc1. The result is 1 (blocker). (3) The compound is N#Cc1ccc2cc1Oc1cccc(c1)-c1ccccc1N1CC[C@@H](NCc3cncn3C2)C1=O. The result is 1 (blocker). (4) The drug is COc1cccc(N2CCN(CCN3CCC(C(F)(F)F)CC3)C2=O)c1. The result is 0 (non-blocker). (5) The drug is O=c1ccc2ncc(F)c3c2n1CC3(O)CC12CCC(NCc3ccc4c(c3)OCCO4)(CC1)CO2. The result is 0 (non-blocker).